This data is from Forward reaction prediction with 1.9M reactions from USPTO patents (1976-2016). The task is: Predict the product of the given reaction. (1) Given the reactants [O:1]=[C:2]1[C:6]2([CH2:11][CH2:10][N:9]([S:12](Cl)(=[O:14])=[O:13])[CH2:8][CH2:7]2)[CH2:5][CH2:4][N:3]1[C:16]1[CH:21]=[CH:20][C:19]([O:22][C:23]([F:26])([F:25])[F:24])=[CH:18][CH:17]=1.[CH2:27]([NH:29][CH2:30][CH2:31][O:32][CH3:33])[CH3:28], predict the reaction product. The product is: [CH2:27]([N:29]([CH2:30][CH2:31][O:32][CH3:33])[S:12]([N:9]1[CH2:10][CH2:11][C:6]2([C:2](=[O:1])[N:3]([C:16]3[CH:21]=[CH:20][C:19]([O:22][C:23]([F:26])([F:25])[F:24])=[CH:18][CH:17]=3)[CH2:4][CH2:5]2)[CH2:7][CH2:8]1)(=[O:14])=[O:13])[CH3:28]. (2) Given the reactants [C:1]1([C:7]2[CH:12]=[CH:11][N:10]=[C:9]([N:13]3[CH:20]4[CH:15]([CH2:16][CH2:17][NH:18][CH2:19]4)[CH2:14]3)[N:8]=2)[CH:6]=[CH:5][CH:4]=[CH:3][CH:2]=1.[CH3:21][C:22]1[CH:27]=[CH:26][C:25]([CH3:28])=[CH:24][C:23]=1[S:29](Cl)(=[O:31])=[O:30].CCN(CC)CC, predict the reaction product. The product is: [CH3:21][C:22]1[CH:27]=[CH:26][C:25]([CH3:28])=[CH:24][C:23]=1[S:29]([N:18]1[CH2:17][CH2:16][CH:15]2[CH:20]([N:13]([C:9]3[N:8]=[C:7]([C:1]4[CH:2]=[CH:3][CH:4]=[CH:5][CH:6]=4)[CH:12]=[CH:11][N:10]=3)[CH2:14]2)[CH2:19]1)(=[O:30])=[O:31]. (3) Given the reactants [H-].[Na+].[Cl:3][C:4]1[CH:9]=[CH:8][C:7](CC(=O)C)=[CH:6][CH:5]=1.C([O:17][CH2:18][CH3:19])(=O)C.Cl.C1C[O:24][CH2:23][CH2:22]1, predict the reaction product. The product is: [Cl:3][C:4]1[CH:9]=[CH:8][C:7]([C:18](=[O:17])[CH2:19][C:23](=[O:24])[CH3:22])=[CH:6][CH:5]=1. (4) Given the reactants [CH2:1]([N:8]1[C:16]2[C:11](=[CH:12][C:13]([N+:17]([O-])=O)=[CH:14][CH:15]=2)[C:10]([CH3:20])=[N:9]1)[C:2]1[CH:7]=[CH:6][CH:5]=[CH:4][CH:3]=1.[H][H], predict the reaction product. The product is: [CH2:1]([N:8]1[C:16]2[C:11](=[CH:12][C:13]([NH2:17])=[CH:14][CH:15]=2)[C:10]([CH3:20])=[N:9]1)[C:2]1[CH:3]=[CH:4][CH:5]=[CH:6][CH:7]=1. (5) Given the reactants [NH2:1][C:2]1[CH:7]=[CH:6][C:5]([C:8]2[CH:13]=[CH:12][C:11]([C:14](=[O:23])[CH2:15][C:16]([CH3:22])([CH3:21])[C:17]([O:19]C)=[O:18])=[CH:10][CH:9]=2)=[CH:4][CH:3]=1.[CH3:24][C:25]1[C:30]2[N:31]=[C:32](S(C)(=O)=O)[O:33][C:29]=2[CH:28]=[CH:27][CH:26]=1.[OH-].[Na+].Cl, predict the reaction product. The product is: [CH3:21][C:16]([CH3:22])([CH2:15][C:14]([C:11]1[CH:12]=[CH:13][C:8]([C:5]2[CH:4]=[CH:3][C:2]([NH:1][C:32]3[O:33][C:29]4[CH:28]=[CH:27][CH:26]=[C:25]([CH3:24])[C:30]=4[N:31]=3)=[CH:7][CH:6]=2)=[CH:9][CH:10]=1)=[O:23])[C:17]([OH:19])=[O:18].